This data is from Reaction yield outcomes from USPTO patents with 853,638 reactions. The task is: Predict the reaction yield, written as a fraction of the theoretical maximum amount of product (1.0 means a 100% yield; for example, 0.34 means a 34% yield). (1) The reactants are [Br:1][C:2]1[CH:3]=[C:4]([C@:9]([NH:19][S@@:20]([C:22]([CH3:25])([CH3:24])[CH3:23])=[O:21])([CH3:18])[CH2:10][C:11](OC(C)(C)C)=[O:12])[C:5]([F:8])=[N:6][CH:7]=1.[H-].C([Al+]CC(C)C)C(C)C.CCOC(C)=O. The catalyst is C(Cl)Cl. The product is [Br:1][C:2]1[CH:3]=[C:4]([C@@:9]([NH:19][S@@:20]([C:22]([CH3:25])([CH3:24])[CH3:23])=[O:21])([CH2:10][CH:11]=[O:12])[CH3:18])[C:5]([F:8])=[N:6][CH:7]=1. The yield is 0.880. (2) The reactants are [NH2:1][C:2]1[CH:3]=[C:4]([C:9]#[C:10][C:11]2[CH:12]=[N:13][CH:14]=[C:15]([CH:18]=2)[C:16]#[N:17])[CH:5]=[CH:6][C:7]=1[F:8].[CH3:19][S:20](Cl)(=[O:22])=[O:21]. The catalyst is N1C=CC=CC=1.O1CCCC1.O. The product is [C:16]([C:15]1[CH:18]=[C:11]([C:10]#[C:9][C:4]2[CH:5]=[CH:6][C:7]([F:8])=[C:2]([N:1]([S:20]([CH3:19])(=[O:22])=[O:21])[S:20]([CH3:19])(=[O:22])=[O:21])[CH:3]=2)[CH:12]=[N:13][CH:14]=1)#[N:17]. The yield is 0.360. (3) The reactants are [CH3:1][O:2][C:3](=[O:18])[C:4]([C:8]1[CH:13]=[CH:12][C:11]([F:14])=[CH:10][C:9]=1[N+:15]([O-])=O)=[C:5](O)[CH3:6].[C]=O. The product is [F:14][C:11]1[CH:10]=[C:9]2[C:8]([C:4]([C:3]([O:2][CH3:1])=[O:18])=[C:5]([CH3:6])[NH:15]2)=[CH:13][CH:12]=1.[F:14][C:11]1[CH:10]=[C:9]2[C:8]([CH:4]=[C:3]([O:2][CH3:1])[NH:15]2)=[CH:13][CH:12]=1. The yield is 0.710. The catalyst is [C-]#[O+].[C-]#[O+].[C-]#[O+].[C-]#[O+].[C-]#[O+].[C-]#[O+].[C-]#[O+].[C-]#[O+].[C-]#[O+].[C-]#[O+].[C-]#[O+].[C-]#[O+].[Ru].[Ru].[Ru].C1(C)C=CC=CC=1. (4) The reactants are Cl[CH:2]([C:14]1[CH:19]=[CH:18][CH:17]=[CH:16][CH:15]=1)[C:3]([C:5]1[C:13]2[C:8](=[CH:9][CH:10]=[CH:11][CH:12]=2)[NH:7][CH:6]=1)=[O:4].[CH3:20][N:21]([CH3:34])[CH2:22][CH2:23][O:24][C:25]1[CH:26]=[C:27]([CH:29]=[C:30]([O:32][CH3:33])[CH:31]=1)[NH2:28]. The catalyst is C(#N)C. The product is [CH3:34][N:21]([CH3:20])[CH2:22][CH2:23][O:24][C:25]1[CH:26]=[C:27]([NH:28][CH:2]([C:14]2[CH:19]=[CH:18][CH:17]=[CH:16][CH:15]=2)[C:3]([C:5]2[C:13]3[C:8](=[CH:9][CH:10]=[CH:11][CH:12]=3)[NH:7][CH:6]=2)=[O:4])[CH:29]=[C:30]([O:32][CH3:33])[CH:31]=1. The yield is 0.180.